Binary Classification. Given a T-cell receptor sequence (or CDR3 region) and an epitope sequence, predict whether binding occurs between them. From a dataset of TCR-epitope binding with 47,182 pairs between 192 epitopes and 23,139 TCRs. (1) The epitope is LLWNGPMAV. The TCR CDR3 sequence is CATSDRGYEQYF. Result: 0 (the TCR does not bind to the epitope). (2) The epitope is ILKEPVHGV. The TCR CDR3 sequence is CATSDLSQGVDTQYF. Result: 0 (the TCR does not bind to the epitope).